Dataset: Experimentally validated miRNA-target interactions with 360,000+ pairs, plus equal number of negative samples. Task: Binary Classification. Given a miRNA mature sequence and a target amino acid sequence, predict their likelihood of interaction. (1) The miRNA is hsa-miR-146b-5p with sequence UGAGAACUGAAUUCCAUAGGCUG. The protein sequence of the target gene is MHLTVFLLKGIVGFLWSCWVLVGYAKGGLGDNHVHSSFIYRRLRNHERREIQREILSILGLPHRPRPFSPGKQASSAPLFMLDLYNAMTNEENPEESEYSVRASLAEETRGARKGYPASPNGYPRRIQLSRTTPLTTQSPPLASLHDTNFLNDADMVMSFVNLVERDKDFSHQRRHYKEFRFDLTQIPHGEAVTAAEFRIYKDRSNNRFENETIKISIYQIIKEYTNRDADLFLLDTRKAQALDVGWLVFDITVTSNHWVINPQNNLGLQLCAETGDGRSINVKSAGLVGRQGPQSKQPF.... Result: 0 (no interaction). (2) The miRNA is hsa-miR-4672 with sequence UUACACAGCUGGACAGAGGCA. The protein sequence of the target gene is MGCTLSAEDKAAVERSKMIDRNLREDGEKAAREVKLLLLGAGESGKSTIVKQMKIIHEAGYSEEECKQYKAVVYSNTIQSIIAIIRAMGRLKIDFGDSARADDARQLFVLAGAAEEGFMTAELAGVIKRLWKDSGVQACFNRSREYQLNDSAAYYLNDLDRIAQPNYIPTQQDVLRTRVKTTGIVETHFTFKDLHFKMFDVGGQRSERKKWIHCFEGVTAIIFCVALSDYDLVLAEDEEMNRMHESMKLFDSICNNKWFTDTSIILFLNKKDLFEEKIKKSPLTICYPEYAGSNTYEEAA.... Result: 1 (interaction). (3) The miRNA is hsa-miR-3666 with sequence CAGUGCAAGUGUAGAUGCCGA. The protein sequence of the target gene is MPWDARRPGGGADGGPEASGAARSRAQKQCRKSSFAFYQAVRDLLPVWLLEDMRASEAFHWDERGRAAAYSPSEALLYALVHDHQAYAHYLLATFPRRALAPPSAGFRCCAAPGPHVALAVRYNRVGILRRILRTLRDFPAEERARVLDRRGCSRVEGGGTSLHVACELARPECLFLLLGHGASPGLRDGGGLTPLELLLRQLGRDAGATPSAAGAPASAPGEPRQRRLLLLDLLALYTPVGAAGSARQELLGDRPRWQRLLGEDKFQWLAGLAPPSLFARAMQVLVTAISPGRFPEALD.... Result: 1 (interaction). (4) The miRNA is hsa-miR-3976 with sequence UAUAGAGAGCAGGAAGAUUAAUGU. The protein sequence of the target gene is MVARRKGERVVRKNEVENVQQRACANRRERQRTKELNDAFTLLRKLIPSMPSDKMSKIHTLRIATDYISFLDEMQKNGCKLYGHSIFDEKRGYNLQSAFNMWRGNNGYTPIAGPSQLPPLQSAHIPPPAPSSIPPHCLMPQPWYQTCPPPKQEFHELCPISTPNPNSNPNQLTPIHWQ. Result: 0 (no interaction).